This data is from Merck oncology drug combination screen with 23,052 pairs across 39 cell lines. The task is: Regression. Given two drug SMILES strings and cell line genomic features, predict the synergy score measuring deviation from expected non-interaction effect. Drug 1: NC(=O)c1cccc2cn(-c3ccc(C4CCCNC4)cc3)nc12. Drug 2: Cn1c(=O)n(-c2ccc(C(C)(C)C#N)cc2)c2c3cc(-c4cnc5ccccc5c4)ccc3ncc21. Cell line: A427. Synergy scores: synergy=16.2.